This data is from Reaction yield outcomes from USPTO patents with 853,638 reactions. The task is: Predict the reaction yield, written as a fraction of the theoretical maximum amount of product (1.0 means a 100% yield; for example, 0.34 means a 34% yield). (1) The reactants are [PH2:1][C:2]1[S:6][C:5]2[CH:7]=[CH:8][CH:9]=[CH:10][C:4]=2[C:3]=1[PH2:11].[Li]N(CC)CC.N(CC)CC.[Li]CCCC.C[CH2:29][CH2:30][CH2:31][CH2:32][CH2:33][CH3:34].[CH3:35][C@H:36](O)[CH2:37][CH2:38][C@@H:39](O)[CH3:40]. The catalyst is C1COCC1.C(OCC)C.O. The product is [CH3:40][C@@H:39]1[CH2:38][CH2:37][C@@H:36]([CH3:35])[P:1]1[C:2]1[S:6][C:5]2[CH:7]=[CH:8][CH:9]=[CH:10][C:4]=2[C:3]=1[P:11]1[C@H:33]([CH3:34])[CH2:32][CH2:31][C@H:30]1[CH3:29]. The yield is 0.530. (2) The yield is 0.890. The reactants are [NH2:1][C:2]1[CH:10]=[CH:9][C:8]([Cl:11])=[CH:7][C:3]=1[C:4]([OH:6])=[O:5].[C:12](OC(=O)C)(=O)[CH3:13]. The catalyst is CC(O)C. The product is [Cl:11][C:8]1[CH:9]=[CH:10][C:2]2[N:1]=[C:12]([CH3:13])[O:5][C:4](=[O:6])[C:3]=2[CH:7]=1. (3) The reactants are [F:1][C:2]([F:28])([F:27])[O:3][C:4]1[CH:9]=[CH:8][C:7]([N:10]2[CH:14]=[N:13][C:12]([C:15]3[CH:20]=[CH:19][C:18]([CH2:21]C(N=[N+]=[N-])=O)=[CH:17][CH:16]=3)=[N:11]2)=[CH:6][CH:5]=1.[C:29]1([C:36]2[CH:41]=[CH:40][CH:39]=[CH:38][CH:37]=2)[C:30]([NH2:35])=[CH:31][CH:32]=[CH:33][CH:34]=1.[C:42](=[O:45])([O-])[O-].[Cs+].[Cs+].O.C(#[N:51])C. No catalyst specified. The product is [C:29]1([C:36]2[CH:37]=[CH:38][CH:39]=[CH:40][CH:41]=2)[CH:34]=[CH:33][CH:32]=[CH:31][C:30]=1[NH:35][C:42]([NH:51][CH2:21][C:18]1[CH:17]=[CH:16][C:15]([C:12]2[N:13]=[CH:14][N:10]([C:7]3[CH:8]=[CH:9][C:4]([O:3][C:2]([F:27])([F:28])[F:1])=[CH:5][CH:6]=3)[N:11]=2)=[CH:20][CH:19]=1)=[O:45]. The yield is 0.280. (4) The reactants are [Cl:1][C:2]1[C:7]([Cl:8])=[CH:6][CH:5]=[CH:4][C:3]=1[N:9]1[C:13]([C:14]#[N:15])=[CH:12][C:11]([C:16]([F:19])([F:18])[F:17])=[N:10]1.CCOCC.Cl.C(Cl)(Cl)Cl.CO. The catalyst is C1COCC1. The product is [ClH:1].[Cl:1][C:2]1[C:7]([Cl:8])=[CH:6][CH:5]=[CH:4][C:3]=1[N:9]1[C:13]([CH2:14][NH2:15])=[CH:12][C:11]([C:16]([F:18])([F:19])[F:17])=[N:10]1. The yield is 0.270. (5) The reactants are [CH3:1][NH:2][CH2:3][C:4]1[S:8][C:7]2[CH:9]=[CH:10][CH:11]=[CH:12][C:6]=2[C:5]=1[CH3:13].CNCC1C=CC2C(=CC=CC=2)C=1CCC.[ClH:30].[N:31]1([CH2:37][CH2:38][CH2:39][N:40]2[CH2:46][C:45]3[CH:47]=[C:48](/[CH:51]=[CH:52]/[C:53](O)=[O:54])[CH:49]=[N:50][C:44]=3[NH:43][C:42](=[O:56])[CH2:41]2)[CH2:36][CH2:35][O:34][CH2:33][CH2:32]1.Cl.CN1CC2C=C(/C=C/C(O)=O)C=NC=2NC(=O)C1. No catalyst specified. The product is [ClH:30].[CH3:1][N:2]([CH2:3][C:4]1[S:8][C:7]2[CH:9]=[CH:10][CH:11]=[CH:12][C:6]=2[C:5]=1[CH3:13])[C:53](=[O:54])/[CH:52]=[CH:51]/[C:48]1[CH:49]=[N:50][C:44]2[NH:43][C:42](=[O:56])[CH2:41][N:40]([CH2:39][CH2:38][CH2:37][N:31]3[CH2:32][CH2:33][O:34][CH2:35][CH2:36]3)[CH2:46][C:45]=2[CH:47]=1. The yield is 0.560. (6) The catalyst is C1COCC1. The yield is 0.730. The product is [Cl:1][C:2]1[CH:3]=[N:4][CH:5]=[C:6]([Cl:9])[C:7]=1[CH2:8][CH:25]([C:24]1[CH:27]=[CH:28][C:29]([O:30][CH3:31])=[C:22]([O:21][CH3:20])[CH:23]=1)[OH:26]. The reactants are [Cl:1][C:2]1[CH:3]=[N:4][CH:5]=[C:6]([Cl:9])[C:7]=1[CH3:8].[Li]N([Si](C)(C)C)[Si](C)(C)C.[CH3:20][O:21][C:22]1[CH:23]=[C:24]([CH:27]=[CH:28][C:29]=1[O:30][CH3:31])[CH:25]=[O:26]. (7) The reactants are [CH:1]1([NH:4][C:5](=[O:45])[NH:6][C:7]2[CH:43]=[CH:42][C:10]([O:11][C:12]3[CH:17]=[CH:16][N:15]=[C:14]4[CH:18]=[C:19]([C:21]5[N:26]=[CH:25][C:24]([CH2:27][NH:28][CH:29]6[CH2:34][CH2:33][N:32]([C:35]([O:37][C:38]([CH3:41])([CH3:40])[CH3:39])=[O:36])[CH2:31][CH2:30]6)=[CH:23][CH:22]=5)[S:20][C:13]=34)=[C:9]([F:44])[CH:8]=2)[CH2:3][CH2:2]1.[CH3:46][C:47](OC(C)=O)=[O:48]. The catalyst is CN(C=O)C.O. The product is [CH:1]1([NH:4][C:5](=[O:45])[NH:6][C:7]2[CH:43]=[CH:42][C:10]([O:11][C:12]3[CH:17]=[CH:16][N:15]=[C:14]4[CH:18]=[C:19]([C:21]5[N:26]=[CH:25][C:24]([CH2:27][N:28]([CH:29]6[CH2:34][CH2:33][N:32]([C:35]([O:37][C:38]([CH3:39])([CH3:40])[CH3:41])=[O:36])[CH2:31][CH2:30]6)[C:47](=[O:48])[CH3:46])=[CH:23][CH:22]=5)[S:20][C:13]=34)=[C:9]([F:44])[CH:8]=2)[CH2:3][CH2:2]1. The yield is 0.830. (8) The reactants are [CH3:1][C:2]1[CH:22]=[CH:21][C:5]([O:6][CH2:7][C:8]2[S:9][CH:10]=[CH:11][C:12]=2[S:13](C2NC=CC=2)(=[O:15])=[O:14])=[CH:4][CH:3]=1.[OH-].[Na+].CCO.S(Cl)([Cl:31])(=O)=O. No catalyst specified. The product is [CH3:1][C:2]1[CH:22]=[CH:21][C:5]([O:6][CH2:7][C:8]2[S:9][CH:10]=[CH:11][C:12]=2[S:13]([Cl:31])(=[O:15])=[O:14])=[CH:4][CH:3]=1. The yield is 0.460. (9) The reactants are [C:1]([C:5]1[NH:6][C:7]2[C:12]([CH:13]=1)=[CH:11][CH:10]=[C:9]([N+:14]([O-])=O)[CH:8]=2)([CH3:4])([CH3:3])[CH3:2]. The catalyst is CO.[Ni]. The product is [C:1]([C:5]1[NH:6][C:7]2[C:12]([CH:13]=1)=[CH:11][CH:10]=[C:9]([NH2:14])[CH:8]=2)([CH3:4])([CH3:2])[CH3:3]. The yield is 0.890.